Dataset: Forward reaction prediction with 1.9M reactions from USPTO patents (1976-2016). Task: Predict the product of the given reaction. Given the reactants [C:1]([O:5][C:6]([N:8]1[C:16]2[C:11](=[CH:12][CH:13]=[C:14]([NH2:17])[CH:15]=2)[CH:10]=[CH:9]1)=[O:7])([CH3:4])([CH3:3])[CH3:2].[Br:18][C:19]1[N:20]=[C:21](Br)[C:22]2[N:23]([CH:25]=[CH:26][N:27]=2)[CH:24]=1.C([O-])([O-])=O.[K+].[K+], predict the reaction product. The product is: [C:1]([O:5][C:6]([N:8]1[C:16]2[C:11](=[CH:12][CH:13]=[C:14]([NH:17][C:21]3[C:22]4[N:23]([CH:25]=[CH:26][N:27]=4)[CH:24]=[C:19]([Br:18])[N:20]=3)[CH:15]=2)[CH:10]=[CH:9]1)=[O:7])([CH3:4])([CH3:2])[CH3:3].